From a dataset of Peptide-MHC class I binding affinity with 185,985 pairs from IEDB/IMGT. Regression. Given a peptide amino acid sequence and an MHC pseudo amino acid sequence, predict their binding affinity value. This is MHC class I binding data. (1) The peptide sequence is ARWLFPVYL. The MHC is HLA-B15:09 with pseudo-sequence HLA-B15:09. The binding affinity (normalized) is 0.0847. (2) The peptide sequence is ETLFGSYIT. The binding affinity (normalized) is 0.108. The MHC is HLA-A02:01 with pseudo-sequence HLA-A02:01. (3) The peptide sequence is FPNEVGARI. The MHC is HLA-A26:01 with pseudo-sequence HLA-A26:01. The binding affinity (normalized) is 0.0847. (4) The peptide sequence is ASHFISNSW. The MHC is HLA-B40:01 with pseudo-sequence HLA-B40:01. The binding affinity (normalized) is 0.0847.